Dataset: Forward reaction prediction with 1.9M reactions from USPTO patents (1976-2016). Task: Predict the product of the given reaction. (1) Given the reactants [OH:1][C:2]1[CH:7]=[CH:6][C:5]([C:8]2[N:13]=[CH:12][N:11]=[C:10]([NH:14][C@H:15]([C:23]([O:25][CH3:26])=[O:24])[CH2:16][C:17]3[CH:22]=[CH:21][CH:20]=[CH:19][CH:18]=3)[CH:9]=2)=[CH:4][CH:3]=1.C(=O)([O-])[O-].[K+].[K+].CC(C)=O.Br[CH2:38][CH:39]1[CH2:41][CH2:40]1, predict the reaction product. The product is: [CH:39]1([CH2:38][O:1][C:2]2[CH:7]=[CH:6][C:5]([C:8]3[N:13]=[CH:12][N:11]=[C:10]([NH:14][C@H:15]([C:23]([O:25][CH3:26])=[O:24])[CH2:16][C:17]4[CH:22]=[CH:21][CH:20]=[CH:19][CH:18]=4)[CH:9]=3)=[CH:4][CH:3]=2)[CH2:41][CH2:40]1. (2) Given the reactants C(NC(C)C)(C)C.C([Li])CCC.[CH2:13]([Si:15](Cl)([CH2:18][CH3:19])[CH2:16][CH3:17])[CH3:14].[CH2:21]([Si:23]([O:28][C:29](=[O:39])[CH2:30][O:31][Si:32]([CH2:37][CH3:38])([CH2:35][CH3:36])[CH2:33][CH3:34])([CH2:26]C)[CH2:24]C)C, predict the reaction product. The product is: [CH2:13]([Si:15]([CH2:18][CH3:19])([CH2:16][CH3:17])[O:39][C:29]([O:28][Si:23]([CH3:26])([CH3:24])[CH3:21])=[CH:30][O:31][Si:32]([CH2:37][CH3:38])([CH2:33][CH3:34])[CH2:35][CH3:36])[CH3:14].